This data is from Full USPTO retrosynthesis dataset with 1.9M reactions from patents (1976-2016). The task is: Predict the reactants needed to synthesize the given product. (1) Given the product [Cl:1][C:2]1[CH:3]=[C:4]([C@@H:8]([OH:35])[CH2:9][NH:10][CH2:11][CH2:12][C:13]2[CH:14]=[CH:15][C:16]([S:19]([C:22]3[CH:23]=[CH:24][C:25]([O:33][CH3:34])=[C:26]([CH:32]=3)[C:27]([O-:29])=[O:28])(=[O:20])=[O:21])=[CH:17][CH:18]=2)[CH:5]=[CH:6][CH:7]=1.[Na+:37], predict the reactants needed to synthesize it. The reactants are: [Cl:1][C:2]1[CH:3]=[C:4]([C@@H:8]([OH:35])[CH2:9][NH:10][CH2:11][CH2:12][C:13]2[CH:18]=[CH:17][C:16]([S:19]([C:22]3[CH:23]=[CH:24][C:25]([O:33][CH3:34])=[C:26]([CH:32]=3)[C:27]([O:29]CC)=[O:28])(=[O:21])=[O:20])=[CH:15][CH:14]=2)[CH:5]=[CH:6][CH:7]=1.[OH-].[Na+:37]. (2) Given the product [Br:1][C:2]1[CH:8]=[CH:7][C:5]([S:19][C:24]2[N:29]=[C:28]([CH3:30])[C:27]([CH:31]=[O:32])=[CH:26][CH:25]=2)=[C:4]([CH3:9])[CH:3]=1, predict the reactants needed to synthesize it. The reactants are: [Br:1][C:2]1[CH:8]=[CH:7][C:5](N)=[C:4]([CH3:9])[CH:3]=1.N([O-])=O.[Na+].[K+].C(OC([S-])=[S:19])C.[OH-].[K+].Cl[C:24]1[N:29]=[C:28]([CH3:30])[C:27]([CH:31]=[O:32])=[CH:26][CH:25]=1.C([O-])([O-])=O.[K+].[K+]. (3) Given the product [CH3:23][N:5]1[C:6]2[C:11](=[CH:10][CH:9]=[C:8]([CH:12]([CH2:15][CH2:16][CH2:17][CH2:18][CH3:19])[CH2:13][OH:14])[CH:7]=2)[C:2]([CH3:20])([CH3:1])[CH2:3][CH2:4]1, predict the reactants needed to synthesize it. The reactants are: [CH3:1][C:2]1([CH3:20])[C:11]2[C:6](=[CH:7][C:8]([CH:12]([CH2:15][CH2:16][CH2:17][CH2:18][CH3:19])[CH2:13][OH:14])=[CH:9][CH:10]=2)[NH:5][CH2:4][CH2:3]1.C=O.[C:23](O[BH-](OC(=O)C)OC(=O)C)(=O)C.[Na+].C(O)(=O)C. (4) Given the product [N:1]1([C:11]([C:13]2[CH:18]=[CH:17][C:16]([OH:19])=[C:15]([C:21]([F:24])([F:22])[F:23])[CH:14]=2)=[O:12])[CH2:6][CH2:5][O:4][C:3]2[CH:7]=[N:8][CH:9]=[CH:10][C:2]1=2, predict the reactants needed to synthesize it. The reactants are: [N:1]1([C:11]([C:13]2[CH:18]=[CH:17][C:16]([O:19]C)=[C:15]([C:21]([F:24])([F:23])[F:22])[CH:14]=2)=[O:12])[CH2:6][CH2:5][O:4][C:3]2[CH:7]=[N:8][CH:9]=[CH:10][C:2]1=2.B(Br)(Br)Br. (5) Given the product [Br:29][C:24]1[CH:23]=[C:22]([CH:12]2[C:11]3[C:10](=[O:30])[CH2:9][N:8]([C:32]([O:34][C@@H:35]4[CH2:36][C@H:37]([CH3:50])[CH2:38][CH2:39][C@H:40]4[C:41]([CH3:42])([C:44]4[CH:49]=[CH:48][CH:47]=[CH:46][CH:45]=4)[CH3:43])=[O:33])[CH2:17][C:16]=3[NH:15][C:14]3[CH2:18][CH2:19][C:20](=[O:21])[C:13]2=3)[CH:27]=[CH:26][C:25]=1[F:28], predict the reactants needed to synthesize it. The reactants are: C([N:8]1[CH2:17][C:16]2[NH:15][C:14]3[CH2:18][CH2:19][C:20](=[O:21])[C:13]=3[CH:12]([C:22]3[CH:27]=[CH:26][C:25]([F:28])=[C:24]([Br:29])[CH:23]=3)[C:11]=2[C:10](=[O:30])[CH2:9]1)C1C=CC=CC=1.Cl[C:32]([O:34][CH:35]1[CH:40]([C:41]([C:44]2[CH:49]=[CH:48][CH:47]=[CH:46][CH:45]=2)([CH3:43])[CH3:42])[CH2:39][CH2:38][CH:37]([CH3:50])[CH2:36]1)=[O:33].C1(C(C)(C)C2CCC(C)CC2O)C=CC=CC=1. (6) Given the product [Cl:1][C:2]1[CH:7]=[C:6]([Cl:8])[C:5]([O:9][C:10]2[N:14]([CH3:15])[N:13]=[C:12]([CH3:16])[C:11]=2[CH:17]=[O:18])=[CH:4][C:3]=1/[CH:19]=[CH:20]/[C:21]([OH:23])=[O:22], predict the reactants needed to synthesize it. The reactants are: [Cl:1][C:2]1[CH:7]=[C:6]([Cl:8])[C:5]([O:9][C:10]2[N:14]([CH3:15])[N:13]=[C:12]([CH3:16])[C:11]=2[CH:17]=[O:18])=[CH:4][C:3]=1/[CH:19]=[CH:20]/[C:21]([O:23]C)=[O:22].O1CCCC1.[OH-].[Na+].Cl. (7) Given the product [C:18]([C:9]1[CH:8]=[CH:7][C:6]2[C:5]3[C:13](=[CH:1][CH:2]=[CH:3][CH:4]=3)[CH2:12][C:11]=2[CH:10]=1)(=[O:20])[CH3:19], predict the reactants needed to synthesize it. The reactants are: [CH:1]1[C:13]2[CH2:12][C:11]3[C:6](=[CH:7][CH:8]=[CH:9][CH:10]=3)[C:5]=2[CH:4]=[CH:3][CH:2]=1.[Cl-].[Al+3].[Cl-].[Cl-].[C:18](Cl)(=[O:20])[CH3:19].Cl. (8) Given the product [NH2:13][C:14]1[C:22]([F:23])=[CH:21][CH:20]=[CH:19][C:15]=1[C:16]([NH:3][CH3:1])=[O:17], predict the reactants needed to synthesize it. The reactants are: [C:1](N1C=CN=C1)([N:3]1C=CN=C1)=O.[NH2:13][C:14]1[C:22]([F:23])=[CH:21][CH:20]=[CH:19][C:15]=1[C:16](O)=[O:17].CN.